From a dataset of KCNQ2 potassium channel screen with 302,405 compounds. Binary Classification. Given a drug SMILES string, predict its activity (active/inactive) in a high-throughput screening assay against a specified biological target. (1) The result is 0 (inactive). The drug is S(CCN1CCCCC1)c1nc(cc(c1C#N)C)C(F)(F)F. (2) The molecule is FC(F)(F)C(Oc1ccc(F)cc1)(NC(=O)Nc1c(F)cc(F)cc1)C(OCC)=O. The result is 0 (inactive). (3) The compound is s1c(NC(=O)C2=NN(C(=O)CC2)c2cc(ccc2)C)nc(c1)C. The result is 0 (inactive). (4) The drug is S=C(NC1CCN(CC1)Cc1ccccc1)NCCc1cc(OC)c(OC)cc1. The result is 0 (inactive). (5) The molecule is Brc1cc2c(nc(n(O)c2=O)c2ccccc2)cc1. The result is 1 (active). (6) The compound is S(=O)(=O)(N1CCOCC1)c1c(cc(OCCC)c(c1)C)C. The result is 0 (inactive). (7) The compound is Clc1cc(N2CCN(CC2)C(=O)CCc2ccc(S(=O)(=O)NCC)cc2)c(cc1)C. The result is 0 (inactive). (8) The drug is Fc1c(OCc2onc(C(=O)N3C4CC5CC(CC(C5)C3)C4)c2)ccc(F)c1. The result is 0 (inactive). (9) The compound is S(=O)(=O)(N)c1ccc(NC(=O)C(Sc2ncccc2)C)cc1. The result is 0 (inactive). (10) The compound is s1c(NC(=O)c2oc(c(c2)C)C)nnc1. The result is 0 (inactive).